Dataset: Forward reaction prediction with 1.9M reactions from USPTO patents (1976-2016). Task: Predict the product of the given reaction. (1) Given the reactants [CH3:1][O:2][C:3](=[O:37])[CH2:4][CH2:5][C@H:6]([C@@H:8]1[C@:25]2([CH3:26])[C@H:11]([C:12]3[C@H:22]([CH2:23][CH2:24]2)[C@:20]2([CH3:21])[C:15]([C:16]([CH3:36])([CH3:35])[C@@H:17]([O:27][Si](C(C)(C)C)(C)C)[CH2:18][CH2:19]2)=[CH:14][CH:13]=3)[CH2:10][CH2:9]1)[CH3:7].[CH:38]1C=CC=CC=1.Cl, predict the reaction product. The product is: [CH2:1]([O:2][C:3](=[O:37])[CH2:4][CH2:5][C@H:6]([C@@H:8]1[C@:25]2([CH3:26])[C:11]([C:12]3[CH2:13][CH2:14][C@@H:15]4[C@:20]([C:22]=3[CH2:23][CH2:24]2)([CH3:21])[CH2:19][CH2:18][C@H:17]([OH:27])[C:16]4([CH3:35])[CH3:36])=[CH:10][CH2:9]1)[CH3:7])[CH3:38]. (2) Given the reactants [N:1]([C:4]1[CH:9]=[CH:8][C:7]([Br:10])=[CH:6][CH:5]=1)=[N+:2]=[N-:3].[C:11]([O:16][CH3:17])(=[O:15])[C:12]#[C:13][CH3:14], predict the reaction product. The product is: [CH3:17][O:16][C:11]([C:12]1[N:3]=[N:2][N:1]([C:4]2[CH:9]=[CH:8][C:7]([Br:10])=[CH:6][CH:5]=2)[C:13]=1[CH3:14])=[O:15]. (3) Given the reactants C(OC([N:8]1[CH2:14][CH2:13][C:12]2[C:15]([S:20][C:21](=O)N(C)C)=[C:16]([Cl:19])[CH:17]=[CH:18][C:11]=2[CH2:10][CH2:9]1)=O)(C)(C)C.BrC[CH2:28][CH2:29][CH2:30][C:31]#[N:32], predict the reaction product. The product is: [ClH:19].[Cl:19][C:16]1[CH:17]=[CH:18][C:11]2[CH2:10][CH2:9][NH:8][CH2:14][CH2:13][C:12]=2[C:15]=1[S:20][CH2:21][CH2:28][CH2:29][CH2:30][C:31]#[N:32]. (4) Given the reactants [N+:1](=[CH:3][C:4]([O:6][CH2:7][CH3:8])=[O:5])=[N-:2].[F:9][C:10]1[CH:15]=[CH:14][C:13]([C:16]2([C:23]3[CH:28]=[CH:27][C:26]([F:29])=[CH:25][CH:24]=3)[CH2:21][CH2:20][C:19](=O)[CH:18]=[CH:17]2)=[CH:12][CH:11]=1.C([N-]C(C)C)(C)C.[Li+].C([Li])CCC.C(NC(C)C)(C)C, predict the reaction product. The product is: [F:9][C:10]1[CH:11]=[CH:12][C:13]([C:16]2([C:23]3[CH:24]=[CH:25][C:26]([F:29])=[CH:27][CH:28]=3)[CH2:17][C:18]3[NH:2][N:1]=[C:3]([C:4]([O:6][CH2:7][CH3:8])=[O:5])[C:19]=3[CH:20]=[CH:21]2)=[CH:14][CH:15]=1. (5) The product is: [OH:10][C@@H:11]1[CH2:15][CH2:14][N:13]([C:2]2[CH:9]=[CH:8][C:5]([CH:6]=[O:7])=[CH:4][CH:3]=2)[CH2:12]1. Given the reactants Br[C:2]1[CH:9]=[CH:8][C:5]([CH:6]=[O:7])=[CH:4][CH:3]=1.[OH:10][C@@H:11]1[CH2:15][CH2:14][NH:13][CH2:12]1, predict the reaction product. (6) Given the reactants [F:1][C:2]1([CH2:16][OH:17])[CH2:7][CH2:6][C:5]2([O:11][C:10]3[CH:12]=[CH:13][CH:14]=[CH:15][C:9]=3[O:8]2)[CH2:4][CH2:3]1.[H-].[Na+].F[C:21]1[CH:26]=[CH:25][C:24]([S:27]([NH2:30])(=[O:29])=[O:28])=[CH:23][C:22]=1[N+:31]([O-:33])=[O:32].[NH4+].[Cl-], predict the reaction product. The product is: [F:1][C:2]1([CH2:16][O:17][C:21]2[CH:26]=[CH:25][C:24]([S:27]([NH2:30])(=[O:29])=[O:28])=[CH:23][C:22]=2[N+:31]([O-:33])=[O:32])[CH2:3][CH2:4][C:5]2([O:8][C:9]3[CH:15]=[CH:14][CH:13]=[CH:12][C:10]=3[O:11]2)[CH2:6][CH2:7]1. (7) Given the reactants [Br:1][C:2]1[CH:7]=[CH:6][C:5]([OH:8])=[C:4]([N+:9]([O-:11])=[O:10])[CH:3]=1.C(N(C(C)C)CC)(C)C.Cl[CH2:22][O:23][CH3:24], predict the reaction product. The product is: [Br:1][C:2]1[CH:7]=[CH:6][C:5]([O:8][CH2:22][O:23][CH3:24])=[C:4]([N+:9]([O-:11])=[O:10])[CH:3]=1.